Dataset: Full USPTO retrosynthesis dataset with 1.9M reactions from patents (1976-2016). Task: Predict the reactants needed to synthesize the given product. (1) Given the product [C:1]([NH:5][C:6]1[C:11]([C:12]2[N:16]([C:17]3[CH:22]=[CH:21][C:20]([CH2:23][CH3:24])=[C:19]([F:25])[C:18]=3[F:26])[N:15]=[N:14][N:13]=2)=[CH:10][C:9]([Br:34])=[CH:8][N:7]=1)([CH3:2])([CH3:4])[CH3:3], predict the reactants needed to synthesize it. The reactants are: [C:1]([NH:5][C:6]1[C:11]([C:12]2[N:16]([C:17]3[CH:22]=[CH:21][C:20]([CH2:23][CH3:24])=[C:19]([F:25])[C:18]=3[F:26])[N:15]=[N:14][N:13]=2)=[CH:10][CH:9]=[CH:8][N:7]=1)([CH3:4])([CH3:3])[CH3:2].C1C(=O)N([Br:34])C(=O)C1. (2) Given the product [Cl:1][C:2]1[CH:7]=[C:6]([F:8])[CH:5]=[CH:4][C:3]=1[C:16]([CH:14]1[CH2:15][CH:13]1[C:11]#[N:12])=[O:17], predict the reactants needed to synthesize it. The reactants are: [Cl:1][C:2]1[CH:7]=[C:6]([F:8])[CH:5]=[CH:4][C:3]=1Br.[Mg].[C:11]([CH:13]1[CH2:15][CH:14]1[C:16](N(OC)C)=[O:17])#[N:12]. (3) Given the product [CH3:1][O:2][C:3](=[O:12])[C:4]1[C:5]([I:11])=[CH:6][CH:7]=[CH:8][C:9]=1[CH2:10][Br:13], predict the reactants needed to synthesize it. The reactants are: [CH3:1][O:2][C:3](=[O:12])[C:4]1[C:9]([CH3:10])=[CH:8][CH:7]=[CH:6][C:5]=1[I:11].[Br:13]NC(=O)CCC(N)=O.C(OOC(=O)C1C=CC=CC=1)(=O)C1C=CC=CC=1. (4) Given the product [CH3:14][C:13]1[O:12][C:11]([C:15]2[CH:20]=[CH:19][CH:18]=[CH:17][CH:16]=2)=[N:10][C:9]=1[CH2:8][O:7][C:6]1[CH:21]=[CH:22][C:3]([CH2:2][O:23][C:24]2[CH:25]=[CH:26][C:27]([CH2:30][C:31]([O:33][CH3:34])=[O:32])=[CH:28][CH:29]=2)=[CH:4][CH:5]=1, predict the reactants needed to synthesize it. The reactants are: Cl[CH2:2][C:3]1[CH:22]=[CH:21][C:6]([O:7][CH2:8][C:9]2[N:10]=[C:11]([C:15]3[CH:20]=[CH:19][CH:18]=[CH:17][CH:16]=3)[O:12][C:13]=2[CH3:14])=[CH:5][CH:4]=1.[OH:23][C:24]1[CH:29]=[CH:28][C:27]([CH2:30][C:31]([O:33][CH3:34])=[O:32])=[CH:26][CH:25]=1.C(=O)([O-])[O-].[K+].[K+].CN(C)C=O. (5) Given the product [Br:1][C:2]1[CH:7]=[CH:6][C:5]([C:8]2[CH2:12][CH:11]([CH2:13][O:14][S:24]([CH3:23])(=[O:26])=[O:25])[O:10][N:9]=2)=[CH:4][C:3]=1[F:15], predict the reactants needed to synthesize it. The reactants are: [Br:1][C:2]1[CH:7]=[CH:6][C:5]([C:8]2[CH2:12][CH:11]([CH2:13][OH:14])[O:10][N:9]=2)=[CH:4][C:3]=1[F:15].C(N(CC)CC)C.[CH3:23][S:24](Cl)(=[O:26])=[O:25].C(=O)(O)[O-].[Na+]. (6) Given the product [C:1]([O:5][C:6]([N:8]1[CH2:9][CH2:10][CH:11]([N:14]([CH2:28][C:29]2[CH:34]=[CH:33][C:32]([C:35]#[N:48])=[CH:31][CH:30]=2)[C:15]([C:17]2[CH:22]=[CH:21][C:20]([CH2:23][CH2:24][CH2:25][CH2:26][CH3:27])=[CH:19][N:18]=2)=[O:16])[CH2:12][CH2:13]1)=[O:7])([CH3:4])([CH3:2])[CH3:3], predict the reactants needed to synthesize it. The reactants are: [C:1]([O:5][C:6]([N:8]1[CH2:13][CH2:12][CH:11]([N:14]([CH2:28][C:29]2[CH:34]=[CH:33][C:32]([C:35](OC)=O)=[CH:31][CH:30]=2)[C:15]([C:17]2[CH:22]=[CH:21][C:20]([CH2:23][CH2:24][CH2:25][CH2:26][CH3:27])=[CH:19][N:18]=2)=[O:16])[CH2:10][CH2:9]1)=[O:7])([CH3:4])([CH3:3])[CH3:2].C(C1C=CC(C(O)=O)=[N:48]C=1)CCCC. (7) Given the product [Cl:30][C:31]1[CH:32]=[C:33]([CH:36]=[C:37]([Cl:46])[C:38]=1[NH:39][C:40](=[O:45])[CH2:41][N:42]([CH3:43])[CH3:44])[CH2:34][NH:35][C:3]([NH:4][C:5]([C@H:7]1[CH2:11][CH2:10][CH2:9][N:8]1[C:12]1[CH:17]=[CH:16][C:15]([C:18]([F:21])([F:20])[F:19])=[CH:14][CH:13]=1)=[O:6])=[N:22][C:23](=[O:29])[O:24][C:25]([CH3:28])([CH3:27])[CH3:26], predict the reactants needed to synthesize it. The reactants are: CS[C:3](=[N:22][C:23](=[O:29])[O:24][C:25]([CH3:28])([CH3:27])[CH3:26])[NH:4][C:5]([C@H:7]1[CH2:11][CH2:10][CH2:9][N:8]1[C:12]1[CH:17]=[CH:16][C:15]([C:18]([F:21])([F:20])[F:19])=[CH:14][CH:13]=1)=[O:6].[Cl:30][C:31]1[CH:32]=[C:33]([CH:36]=[C:37]([Cl:46])[C:38]=1[NH:39][C:40](=[O:45])[CH2:41][N:42]([CH3:44])[CH3:43])[CH2:34][NH2:35].